Regression. Given two drug SMILES strings and cell line genomic features, predict the synergy score measuring deviation from expected non-interaction effect. From a dataset of NCI-60 drug combinations with 297,098 pairs across 59 cell lines. (1) Drug 1: C1=CC(=CC=C1CCCC(=O)O)N(CCCl)CCCl. Drug 2: CS(=O)(=O)CCNCC1=CC=C(O1)C2=CC3=C(C=C2)N=CN=C3NC4=CC(=C(C=C4)OCC5=CC(=CC=C5)F)Cl. Cell line: M14. Synergy scores: CSS=1.99, Synergy_ZIP=-2.04, Synergy_Bliss=2.20, Synergy_Loewe=-1.23, Synergy_HSA=-0.779. (2) Drug 1: CNC(=O)C1=NC=CC(=C1)OC2=CC=C(C=C2)NC(=O)NC3=CC(=C(C=C3)Cl)C(F)(F)F. Drug 2: C1CN(CCN1C(=O)CCBr)C(=O)CCBr. Cell line: NCIH23. Synergy scores: CSS=24.5, Synergy_ZIP=-9.02, Synergy_Bliss=-5.01, Synergy_Loewe=-16.2, Synergy_HSA=-5.19.